Dataset: Full USPTO retrosynthesis dataset with 1.9M reactions from patents (1976-2016). Task: Predict the reactants needed to synthesize the given product. (1) Given the product [NH2:14][CH2:15][C:16]([CH3:50])([CH3:49])[CH2:17][NH:18][C:19](=[O:48])[C:20]1[CH:25]=[CH:24][C:23]([NH:26][C:27]2[CH:32]=[C:31]([NH:33][CH2:34][C:35]3[CH:40]=[CH:39][C:38]([Cl:41])=[CH:37][CH:36]=3)[N:30]=[C:29]([O:42][CH2:43][C:44]([F:47])([F:46])[F:45])[N:28]=2)=[N:22][CH:21]=1, predict the reactants needed to synthesize it. The reactants are: C(O)(C(F)(F)F)=O.C(OC(=O)[NH:14][CH2:15][C:16]([CH3:50])([CH3:49])[CH2:17][NH:18][C:19](=[O:48])[C:20]1[CH:25]=[CH:24][C:23]([NH:26][C:27]2[CH:32]=[C:31]([NH:33][CH2:34][C:35]3[CH:40]=[CH:39][C:38]([Cl:41])=[CH:37][CH:36]=3)[N:30]=[C:29]([O:42][CH2:43][C:44]([F:47])([F:46])[F:45])[N:28]=2)=[N:22][CH:21]=1)(C)(C)C. (2) Given the product [CH2:22]([O:21][C:17]1[N:16]=[C:15]([CH2:14][N:4]2[C:5]3[C:10](=[C:9]([N+:11]([O-:13])=[O:12])[CH:8]=[CH:7][CH:6]=3)[C:2]([CH3:24])=[N:3]2)[CH:20]=[CH:19][CH:18]=1)[CH3:23], predict the reactants needed to synthesize it. The reactants are: Br[C:2]1[C:10]2[C:5](=[CH:6][CH:7]=[CH:8][C:9]=2[N+:11]([O-:13])=[O:12])[N:4]([CH2:14][C:15]2[CH:20]=[CH:19][CH:18]=[C:17]([O:21][CH2:22][CH3:23])[N:16]=2)[N:3]=1.[C:24](=O)([O-])[O-].[K+].[K+].CB(O)O.O. (3) Given the product [F:1][C:2]1[CH:3]=[C:4]([C:12]2[CH:13]=[CH:14][CH:15]=[CH:16][CH:17]=2)[CH:5]=[CH:6][C:7]=1[C:8]([OH:10])=[O:9], predict the reactants needed to synthesize it. The reactants are: [F:1][C:2]1[CH:3]=[C:4]([C:12]2[CH:17]=[CH:16][CH:15]=[CH:14][CH:13]=2)[CH:5]=[CH:6][C:7]=1[C:8]([O:10]C)=[O:9].[OH-].[Na+].Cl. (4) Given the product [CH3:30][O:1][CH:2]=[C:3]([C:8]1[CH:13]=[CH:12][CH:11]=[CH:10][C:9]=1[CH2:14][O:15][C:16]1[CH:21]=[C:20]([C:22]([F:25])([F:23])[F:24])[N:19]=[C:18]([O:26][CH:27]([CH3:29])[CH3:28])[N:17]=1)[C:4]([O:6][CH3:7])=[O:5], predict the reactants needed to synthesize it. The reactants are: [OH:1][CH:2]=[C:3]([C:8]1[CH:13]=[CH:12][CH:11]=[CH:10][C:9]=1[CH2:14][O:15][C:16]1[CH:21]=[C:20]([C:22]([F:25])([F:24])[F:23])[N:19]=[C:18]([O:26][CH:27]([CH3:29])[CH3:28])[N:17]=1)[C:4]([O:6][CH3:7])=[O:5].[C:30]1(C)C=CC=CC=1.S(OC)(OC)(=O)=O.[OH-].[Na+]. (5) Given the product [Cl:8][C:7]1[N:6]=[C:5]2[O:9][C:10]([C:16]3[CH:21]=[CH:20][C:19]([F:22])=[CH:18][CH:17]=3)=[C:11]([C:12](=[O:13])[NH:14][CH3:15])[C:4]2=[CH:3][C:2]=1[C:26]1[CH:27]=[CH:28][C:29]([F:35])=[C:30]([CH:34]=1)[C:31]([OH:33])=[O:32], predict the reactants needed to synthesize it. The reactants are: Br[C:2]1[CH:3]=[C:4]2[C:11]([C:12]([NH:14][CH3:15])=[O:13])=[C:10]([C:16]3[CH:21]=[CH:20][C:19]([F:22])=[CH:18][CH:17]=3)[O:9][C:5]2=[N:6][C:7]=1[Cl:8].B([C:26]1[CH:27]=[CH:28][C:29]([F:35])=[C:30]([CH:34]=1)[C:31]([OH:33])=[O:32])(O)O.C(=O)([O-])[O-].[Cs+].[Cs+]. (6) Given the product [Br:1][C:2]1[CH:10]=[CH:9][C:5]([C:6]([NH:15][CH:12]([CH3:14])[CH3:13])=[O:8])=[CH:4][C:3]=1[CH3:11], predict the reactants needed to synthesize it. The reactants are: [Br:1][C:2]1[CH:10]=[CH:9][C:5]([C:6]([OH:8])=O)=[CH:4][C:3]=1[CH3:11].[CH:12]([NH:15]C(C)C)([CH3:14])[CH3:13].C(N)(C)C.CN(C(ON1N=NC2C=CC=NC1=2)=[N+](C)C)C.F[P-](F)(F)(F)(F)F. (7) Given the product [Cl:1][C:2]1[CH:3]=[C:4]([CH:5]=[CH:6][CH:7]=1)[O:8][C:14]([CH3:17])([CH3:15])[C:13]([O:22][CH2:21][CH3:20])=[O:9], predict the reactants needed to synthesize it. The reactants are: [Cl:1][C:2]1[CH:3]=[C:4]([OH:8])[CH:5]=[CH:6][CH:7]=1.[OH-:9].[K+].O.Cl[C:13](Cl)(Cl)[C:14]([CH3:17])(O)[CH3:15].[CH3:20][C:21](C)=[O:22]. (8) Given the product [CH2:37]([O:36][C:34](=[O:35])[NH:1][C:2]1[CH:3]=[CH:4][C:5]([CH3:26])=[C:6]([C:8](=[O:9])[C:10]2[CH:15]=[CH:14][C:13]([NH:16][C:17]3[CH:22]=[CH:21][C:20]([F:23])=[CH:19][C:18]=3[F:24])=[CH:12][C:11]=2[Cl:25])[CH:7]=1)[CH3:38], predict the reactants needed to synthesize it. The reactants are: [NH2:1][C:2]1[CH:3]=[CH:4][C:5]([CH3:26])=[C:6]([C:8]([C:10]2[CH:15]=[CH:14][C:13]([NH:16][C:17]3[CH:22]=[CH:21][C:20]([F:23])=[CH:19][C:18]=3[F:24])=[CH:12][C:11]=2[Cl:25])=[O:9])[CH:7]=1.C([O-])([O-])=O.[K+].[K+].Cl[C:34]([O:36][CH2:37][CH3:38])=[O:35]. (9) Given the product [O:9]1[C:4]2([CH2:5][CH2:6][O:1][CH2:2][CH2:3]2)[O:10][CH2:7][CH2:8]1, predict the reactants needed to synthesize it. The reactants are: [O:1]1[CH2:6][CH2:5][CH2:4][CH2:3][CH2:2]1.[CH2:7]([OH:10])[CH2:8][OH:9].O.C1(C)C=CC(S(O)(=O)=O)=CC=1.C(=O)(O)[O-].[Na+]. (10) Given the product [Br:21][C:17]1[CH:16]=[C:15]([NH:14][C:5]2[C:6]([C:12]#[N:13])=[CH:7][N:8]=[C:9]3[C:4]=2[CH:3]=[C:2]([NH:1][C:31](=[O:32])[CH2:30][Cl:29])[CH:11]=[N:10]3)[CH:20]=[CH:19][CH:18]=1, predict the reactants needed to synthesize it. The reactants are: [NH2:1][C:2]1[CH:3]=[C:4]2[C:9](=[N:10][CH:11]=1)[N:8]=[CH:7][C:6]([C:12]#[N:13])=[C:5]2[NH:14][C:15]1[CH:20]=[CH:19][CH:18]=[C:17]([Br:21])[CH:16]=1.CN1CCCC1=O.[Cl:29][CH2:30][C:31](Cl)=[O:32].C(=O)(O)[O-].[Na+].